This data is from Reaction yield outcomes from USPTO patents with 853,638 reactions. The task is: Predict the reaction yield, written as a fraction of the theoretical maximum amount of product (1.0 means a 100% yield; for example, 0.34 means a 34% yield). (1) The catalyst is N1C=CC=CC=1.C(Cl)Cl. The reactants are [Cl:1][C:2]1[C:9]([CH3:10])=[C:8]([NH:11][C@@H:12]([C:16]2[O:17][C:18]([C:21]3[CH:26]=[CH:25][CH:24]=[CH:23][CH:22]=3)=[N:19][N:20]=2)[C@@H:13]([OH:15])[CH3:14])[CH:7]=[CH:6][C:3]=1[C:4]#[N:5].[C:27](Cl)(=[O:34])[C:28]1[CH:33]=[CH:32][CH:31]=[CH:30][CH:29]=1. The product is [C:27]([O:15][C@@H:13]([CH3:14])[C@@H:12]([NH:11][C:8]1[CH:7]=[CH:6][C:3]([C:4]#[N:5])=[C:2]([Cl:1])[C:9]=1[CH3:10])[C:16]1[O:17][C:18]([C:21]2[CH:26]=[CH:25][CH:24]=[CH:23][CH:22]=2)=[N:19][N:20]=1)(=[O:34])[C:28]1[CH:33]=[CH:32][CH:31]=[CH:30][CH:29]=1. The yield is 0.880. (2) The reactants are [BH4-].[Na+].[O:3]=[C:4]1[CH2:9][N:8]([C:10]([O:12][C:13]([CH3:16])([CH3:15])[CH3:14])=[O:11])[C@H:7]([C:17]([O:19][CH2:20][CH3:21])=[O:18])[CH2:6][CH2:5]1. The catalyst is CCO. The product is [OH:3][C@@H:4]1[CH2:9][N:8]([C:10]([O:12][C:13]([CH3:14])([CH3:15])[CH3:16])=[O:11])[C@H:7]([C:17]([O:19][CH2:20][CH3:21])=[O:18])[CH2:6][CH2:5]1. The yield is 0.800. (3) The reactants are [CH3:1][N:2]([CH3:32])[C:3]1[CH:8]=[C:7]([C:9]2[CH:10]=[N:11][N:12]([C:16]3[CH:31]=[CH:30][C:19]([C:20]([NH:22][CH2:23][CH:24]4[CH2:29][CH2:28][O:27][CH2:26][CH2:25]4)=[O:21])=[CH:18][N:17]=3)[C:13]=2[O:14]C)[CH:6]=[CH:5][N:4]=1.[Cl-].[Li+].CC(N(C)C)=O. The catalyst is CS(C)=O. The product is [CH3:1][N:2]([CH3:32])[C:3]1[CH:8]=[C:7]([C:9]2[CH:10]=[N:11][N:12]([C:16]3[CH:31]=[CH:30][C:19]([C:20]([NH:22][CH2:23][CH:24]4[CH2:29][CH2:28][O:27][CH2:26][CH2:25]4)=[O:21])=[CH:18][N:17]=3)[C:13]=2[OH:14])[CH:6]=[CH:5][N:4]=1. The yield is 0.493. (4) The reactants are [Si:1]([O:8][CH2:9][C:10]1[CH:14]=[N:13][N:12]([CH2:15][C@@H:16]2[C@H:19]([NH:20][C:21](=[O:30])[O:22][CH2:23][C:24]3[CH:29]=[CH:28][CH:27]=[CH:26][CH:25]=3)[C:18](=[O:31])[N:17]2CC2C=CC(OC)=CC=2OC)[N:11]=1)([C:4]([CH3:7])([CH3:6])[CH3:5])([CH3:3])[CH3:2].OP([O-])([O-])=O.[K+].[K+]. The catalyst is CC#N.O. The product is [Si:1]([O:8][CH2:9][C:10]1[CH:14]=[N:13][N:12]([CH2:15][C@@H:16]2[C@H:19]([NH:20][C:21](=[O:30])[O:22][CH2:23][C:24]3[CH:25]=[CH:26][CH:27]=[CH:28][CH:29]=3)[C:18](=[O:31])[NH:17]2)[N:11]=1)([C:4]([CH3:5])([CH3:6])[CH3:7])([CH3:2])[CH3:3]. The yield is 0.470.